The task is: Predict the reaction yield, written as a fraction of the theoretical maximum amount of product (1.0 means a 100% yield; for example, 0.34 means a 34% yield).. This data is from Reaction yield outcomes from USPTO patents with 853,638 reactions. The reactants are [CH3:1][C:2]1[O:6][N:5]=[C:4]([C:7]2[CH:12]=[CH:11][CH:10]=[CH:9][CH:8]=2)[C:3]=1[CH2:13][O:14][C:15]1[CH:20]=[CH:19][C:18]([N+:21]([O-])=O)=[CH:17][N:16]=1.[Cl-].[NH4+]. The catalyst is CO.[Zn]. The product is [CH3:1][C:2]1[O:6][N:5]=[C:4]([C:7]2[CH:12]=[CH:11][CH:10]=[CH:9][CH:8]=2)[C:3]=1[CH2:13][O:14][C:15]1[N:16]=[CH:17][C:18]([NH2:21])=[CH:19][CH:20]=1. The yield is 0.850.